Task: Binary Classification. Given a T-cell receptor sequence (or CDR3 region) and an epitope sequence, predict whether binding occurs between them.. Dataset: TCR-epitope binding with 47,182 pairs between 192 epitopes and 23,139 TCRs The epitope is KPLEFGATSAAL. The TCR CDR3 sequence is CASSATSGSGETQYF. Result: 1 (the TCR binds to the epitope).